Dataset: Catalyst prediction with 721,799 reactions and 888 catalyst types from USPTO. Task: Predict which catalyst facilitates the given reaction. (1) Reactant: [Br:1][C:2]1[CH:7]=[CH:6][C:5]([N:8]2[C:19]3[C:11](=[CH:12][C:13]4[O:17][CH:16]=[N:15][C:14]=4[C:18]=3[F:20])[NH:10][C:9]2=[O:21])=[C:4]([Cl:22])[CH:3]=1.C(N(CC)CC)C.[CH2:30]([C:33]1([S:36](Cl)(=[O:38])=[O:37])[CH2:35][CH2:34]1)[CH:31]=[CH2:32].C([O-])(O)=O.[Na+]. Product: [CH2:30]([C:33]1([S:36]([N:10]2[C:11]3=[CH:12][C:13]4[O:17][CH:16]=[N:15][C:14]=4[C:18]([F:20])=[C:19]3[N:8]([C:5]3[CH:6]=[CH:7][C:2]([Br:1])=[CH:3][C:4]=3[Cl:22])[C:9]2=[O:21])(=[O:38])=[O:37])[CH2:35][CH2:34]1)[CH:31]=[CH2:32]. The catalyst class is: 64. (2) Reactant: [NH2:1][C:2]1[CH:11]=[CH:10][C:9]([C:12]([F:15])([F:14])[F:13])=[CH:8][C:3]=1[C:4]([O:6][CH3:7])=[O:5].C(N(CC)CC)C.[F:23][C:24]([F:37])([F:36])[S:25](O[S:25]([C:24]([F:37])([F:36])[F:23])(=[O:27])=[O:26])(=[O:27])=[O:26].O. Product: [F:15][C:12]([F:13])([F:14])[C:9]1[CH:10]=[CH:11][C:2]([NH:1][S:25]([C:24]([F:37])([F:36])[F:23])(=[O:27])=[O:26])=[C:3]([CH:8]=1)[C:4]([O:6][CH3:7])=[O:5]. The catalyst class is: 4. (3) Reactant: [CH:1]1([CH2:4][N:5]2[CH2:11][CH2:10][C:9]3[CH:12]=[CH:13][C:14]([O:16][CH2:17][CH:18]4[CH2:23][CH2:22][NH:21][CH2:20][CH2:19]4)=[CH:15][C:8]=3[CH2:7][CH2:6]2)[CH2:3][CH2:2]1.[C:24]([C:26]1[CH:34]=[CH:33][C:29]([C:30](O)=[O:31])=[CH:28][CH:27]=1)#[N:25]. Product: [CH:1]1([CH2:4][N:5]2[CH2:11][CH2:10][C:9]3[CH:12]=[CH:13][C:14]([O:16][CH2:17][CH:18]4[CH2:19][CH2:20][N:21]([C:30]([C:29]5[CH:33]=[CH:34][C:26]([C:24]#[N:25])=[CH:27][CH:28]=5)=[O:31])[CH2:22][CH2:23]4)=[CH:15][C:8]=3[CH2:7][CH2:6]2)[CH2:2][CH2:3]1. The catalyst class is: 98.